From a dataset of Reaction yield outcomes from USPTO patents with 853,638 reactions. Predict the reaction yield, written as a fraction of the theoretical maximum amount of product (1.0 means a 100% yield; for example, 0.34 means a 34% yield). The reactants are Cl.[N+:2]([C:5]1[CH:18]=[CH:17][C:8]([CH2:9][N:10]2[C:14](=[O:15])[CH2:13][S:12][C:11]2=[O:16])=[CH:7][CH:6]=1)([O-])=O.C(=O)([O-])O.[Na+]. The catalyst is [Fe].C(O)C. The product is [NH2:2][C:5]1[CH:18]=[CH:17][C:8]([CH2:9][N:10]2[C:14](=[O:15])[CH2:13][S:12][C:11]2=[O:16])=[CH:7][CH:6]=1. The yield is 0.759.